Dataset: Tyrosyl-DNA phosphodiesterase HTS with 341,365 compounds. Task: Binary Classification. Given a drug SMILES string, predict its activity (active/inactive) in a high-throughput screening assay against a specified biological target. (1) The molecule is O=C(N1C(c2c(NC(=O)C1)ccc(c2)C)c1ccccc1)c1c(OCC)cccc1. The result is 0 (inactive). (2) The drug is Brc1ccc(c2nc(sn2)NC(=O)COc2c(OC)cccc2)cc1. The result is 0 (inactive).